From a dataset of Catalyst prediction with 721,799 reactions and 888 catalyst types from USPTO. Predict which catalyst facilitates the given reaction. (1) Reactant: [CH:1]1([CH2:7][N:8]2[C:16]3[C:11](=[CH:12][CH:13]=[CH:14][C:15]=3[O:17][CH3:18])[C:10]([C:19](O)=[O:20])=[CH:9]2)[CH2:6][CH2:5][CH2:4][CH2:3][CH2:2]1.[F:22][CH2:23][CH:24]1[CH2:29][NH:28][CH2:27][CH2:26][NH:25]1.[ClH:30].CN(C)CCCN=C=NCC.ON1C2C=CC=CC=2N=N1. Product: [ClH:30].[CH:1]1([CH2:7][N:8]2[C:16]3[C:11](=[CH:12][CH:13]=[CH:14][C:15]=3[O:17][CH3:18])[C:10]([C:19]([N:28]3[CH2:27][CH2:26][NH:25][CH:24]([CH2:23][F:22])[CH2:29]3)=[O:20])=[CH:9]2)[CH2:2][CH2:3][CH2:4][CH2:5][CH2:6]1. The catalyst class is: 4. (2) Reactant: [F:1][C:2]1[CH:7]=[CH:6][C:5]([C:8]2[C:12]([CH2:13][O:14][C:15]3[CH:16]=[C:17]([C:21]([OH:23])=O)[N:18]([CH3:20])[N:19]=3)=[C:11]([CH3:24])[O:10][N:9]=2)=[CH:4][CH:3]=1.O.ON1C2C=CC=CC=2N=N1.C(N(C(C)C)C(C)C)C.[NH2:45][C:46]([CH3:50])([CH3:49])[CH2:47][OH:48].[Cl-].[Na+]. Product: [OH:48][CH2:47][C:46]([NH:45][C:21]([C:17]1[N:18]([CH3:20])[N:19]=[C:15]([O:14][CH2:13][C:12]2[C:8]([C:5]3[CH:4]=[CH:3][C:2]([F:1])=[CH:7][CH:6]=3)=[N:9][O:10][C:11]=2[CH3:24])[CH:16]=1)=[O:23])([CH3:50])[CH3:49]. The catalyst class is: 1. (3) Reactant: Br[C:2]1[CH:3]=[C:4]([CH:8]2[CH2:17][C:16]([CH3:19])([CH3:18])[C:15]3[C:10](=[CH:11][CH:12]=[C:13]([C:20]([F:23])([F:22])[F:21])[CH:14]=3)[NH:9]2)[CH:5]=[CH:6][CH:7]=1.[NH2:24][C:25]([CH3:30])([CH3:29])[C:26]([OH:28])=[O:27].C(=O)([O-])[O-].[K+].[K+]. Product: [CH3:18][C:16]1([CH3:19])[C:15]2[C:10](=[CH:11][CH:12]=[C:13]([C:20]([F:23])([F:22])[F:21])[CH:14]=2)[NH:9][CH:8]([C:4]2[CH:3]=[C:2]([NH:24][C:25]([CH3:30])([CH3:29])[C:26]([OH:28])=[O:27])[CH:7]=[CH:6][CH:5]=2)[CH2:17]1. The catalyst class is: 156. (4) Reactant: [Br:1][C:2]1[C:10]2[C:9](Cl)=[N:8][CH:7]=[N:6][C:5]=2[N:4]([C@@H:12]2[CH2:17][CH2:16][CH2:15][N:14]([C:18]([O:20][C:21]([CH3:24])([CH3:23])[CH3:22])=[O:19])[CH2:13]2)[CH:3]=1.[NH3:25]. Product: [NH2:25][C:9]1[C:10]2[C:2]([Br:1])=[CH:3][N:4]([C@@H:12]3[CH2:17][CH2:16][CH2:15][N:14]([C:18]([O:20][C:21]([CH3:24])([CH3:23])[CH3:22])=[O:19])[CH2:13]3)[C:5]=2[N:6]=[CH:7][N:8]=1. The catalyst class is: 41. (5) Reactant: [OH:1][C:2]1[CH:10]=[CH:9][C:5]([C:6](O)=[O:7])=[CH:4][CH:3]=1.[OH-].[Na+]. Product: [CH:4]1[C:5]([CH2:6][OH:7])=[CH:9][CH:10]=[C:2]([OH:1])[CH:3]=1. The catalyst class is: 6. (6) Reactant: [CH:1]1([CH2:4][CH2:5][O:6][C:7]2[N:15]=[C:14]3[C:10]([N:11]=[C:12]([O:22][CH3:23])[N:13]3C3CCCCO3)=[C:9]([NH2:24])[N:8]=2)[CH2:3][CH2:2]1.[C:25]([OH:31])([C:27]([F:30])([F:29])[F:28])=[O:26].CCOC(C)=O. Product: [F:28][C:27]([F:30])([F:29])[C:25]([OH:31])=[O:26].[CH:1]1([CH2:4][CH2:5][O:6][C:7]2[N:15]=[C:14]3[C:10]([N:11]=[C:12]([O:22][CH3:23])[NH:13]3)=[C:9]([NH2:24])[N:8]=2)[CH2:3][CH2:2]1. The catalyst class is: 5. (7) Reactant: C1(C)C=CC(S(O)(=O)=O)=CC=1.[Cl:12][C:13]1[CH:14]=[N:15][CH:16]=[C:17]([Cl:35])[C:18]=1[CH2:19][CH:20]([C:22]1[C:27]2[CH2:28][C:29]([CH3:32])([CH3:31])[O:30][C:26]=2[C:25]([O:33][CH3:34])=[CH:24][CH:23]=1)O.C(=O)(O)[O-].[Na+]. Product: [Cl:12][C:13]1[CH:14]=[N:15][CH:16]=[C:17]([Cl:35])[C:18]=1/[CH:19]=[CH:20]/[C:22]1[C:27]2[CH2:28][C:29]([CH3:32])([CH3:31])[O:30][C:26]=2[C:25]([O:33][CH3:34])=[CH:24][CH:23]=1. The catalyst class is: 11.